Dataset: Forward reaction prediction with 1.9M reactions from USPTO patents (1976-2016). Task: Predict the product of the given reaction. (1) Given the reactants Br[CH2:2][C:3]([C:5]1[CH:13]=[CH:12][C:8]([C:9]([OH:11])=[O:10])=[CH:7][CH:6]=1)=O.[C:14]([NH2:17])(=[O:16])[CH3:15], predict the reaction product. The product is: [CH3:15][C:14]1[O:16][CH:2]=[C:3]([C:5]2[CH:13]=[CH:12][C:8]([C:9]([OH:11])=[O:10])=[CH:7][CH:6]=2)[N:17]=1. (2) Given the reactants [CH3:1][C:2](=O)[C:3](=O)[CH3:4].[CH3:7][C@H:8]([NH2:15])[C:9]1[CH:14]=[CH:13][CH:12]=[CH:11][CH:10]=1.[OH2:16].[CH:17]1[CH:22]=[CH:21][CH:20]=[CH:19][CH:18]=1, predict the reaction product. The product is: [C:17]1([C:1](=[O:16])/[CH:2]=[C:3](\[NH:15][C@H:8]([C:9]2[CH:14]=[CH:13][CH:12]=[CH:11][CH:10]=2)[CH3:7])/[CH3:4])[CH:22]=[CH:21][CH:20]=[CH:19][CH:18]=1. (3) Given the reactants [C:1]([C:3]1[C:4]2[S:25][C:24](I)=[CH:23][C:5]=2[C:6]([NH:9][C@H:10]2[CH2:15][CH2:14][CH2:13][N:12]([C:16]([O:18][C:19]([CH3:22])([CH3:21])[CH3:20])=[O:17])[CH2:11]2)=[N:7][CH:8]=1)#[N:2].[C:27]1([C:33]#[CH:34])[CH:32]=[CH:31][CH:30]=[CH:29][CH:28]=1.O, predict the reaction product. The product is: [C:1]([C:3]1[C:4]2[S:25][C:24]([C:34]#[C:33][C:27]3[CH:32]=[CH:31][CH:30]=[CH:29][CH:28]=3)=[CH:23][C:5]=2[C:6]([NH:9][C@H:10]2[CH2:15][CH2:14][CH2:13][N:12]([C:16]([O:18][C:19]([CH3:22])([CH3:21])[CH3:20])=[O:17])[CH2:11]2)=[N:7][CH:8]=1)#[N:2]. (4) Given the reactants [C:1]1([C:36]2[CH:41]=[CH:40][CH:39]=[CH:38][CH:37]=2)[CH:6]=[CH:5][CH:4]=[CH:3][C:2]=1[CH2:7][CH2:8][C:9]([N:11]1[CH2:16][CH2:15][N:14]([C:17](=O)[CH:18]([C:28]2[CH:33]=[CH:32][C:31]([F:34])=[CH:30][CH:29]=2)[CH:19]2[CH2:24][CH2:23][N:22]([CH:25]([CH3:27])[CH3:26])[CH2:21][CH2:20]2)[CH2:13][CH2:12]1)=O.[H-].[Al+3].[Li+].[H-].[H-].[H-].N, predict the reaction product. The product is: [F:34][C:31]1[CH:32]=[CH:33][C:28]([CH:18]([CH:19]2[CH2:24][CH2:23][N:22]([CH:25]([CH3:27])[CH3:26])[CH2:21][CH2:20]2)[CH2:17][N:14]2[CH2:13][CH2:12][N:11]([CH2:9][CH2:8][CH2:7][C:2]3[CH:3]=[CH:4][CH:5]=[CH:6][C:1]=3[C:36]3[CH:41]=[CH:40][CH:39]=[CH:38][CH:37]=3)[CH2:16][CH2:15]2)=[CH:29][CH:30]=1. (5) Given the reactants [Br:1][C:2]1[CH:7]=[CH:6][C:5]([Cl:8])=[CH:4][C:3]=1[F:9].[Li+].CC([N-]C(C)C)C.Br[CH2:19][O:20][CH3:21], predict the reaction product. The product is: [Br:1][C:2]1[CH:7]=[CH:6][C:5]([Cl:8])=[C:4]([CH2:19][O:20][CH3:21])[C:3]=1[F:9].